Dataset: Catalyst prediction with 721,799 reactions and 888 catalyst types from USPTO. Task: Predict which catalyst facilitates the given reaction. (1) Reactant: C[O-].[Na+].C(=O)(O)O.[NH2:8][NH:9][C:10]([NH2:12])=[NH:11].[F:13][C:14]([F:26])([F:25])[C:15]1[CH:16]=[C:17]([CH:22]=[CH:23][CH:24]=1)[C:18](OC)=O. Product: [F:13][C:14]([F:25])([F:26])[C:15]1[CH:16]=[C:17]([C:18]2[NH:11][C:10]([NH2:12])=[N:9][N:8]=2)[CH:22]=[CH:23][CH:24]=1. The catalyst class is: 5. (2) Reactant: [CH3:1][O:2][C:3]1[CH:10]=[C:9]([C:11]([F:14])([F:13])[F:12])[CH:8]=[CH:7][C:4]=1[CH:5]=O.[O-]S([O-])(=O)=O.[Mg+2].Br.[CH2:22]([S:29][C:30]1[CH:31]=[C:32]([CH2:36][CH2:37][NH2:38])[CH:33]=[CH:34][CH:35]=1)[C:23]1[CH:28]=[CH:27][CH:26]=[CH:25][CH:24]=1.C(N(CC)CC)C. Product: [CH2:22]([S:29][C:30]1[CH:31]=[C:32]2[C:33](=[CH:34][CH:35]=1)[CH:5]([C:4]1[CH:7]=[CH:8][C:9]([C:11]([F:14])([F:13])[F:12])=[CH:10][C:3]=1[O:2][CH3:1])[NH:38][CH2:37][CH2:36]2)[C:23]1[CH:24]=[CH:25][CH:26]=[CH:27][CH:28]=1. The catalyst class is: 5. (3) Reactant: [NH2:1][C:2]1[CH:7]=[C:6]([NH:8][CH:9]2[CH2:11][CH2:10]2)[N:5]2[N:12]=[CH:13][C:14]([CH:15]=[O:16])=[C:4]2[N:3]=1.[F:17][C:18]1[CH:26]=[CH:25][CH:24]=[CH:23][C:19]=1[C:20](Cl)=[O:21].CCN(C(C)C)C(C)C. The catalyst class is: 7. Product: [CH:9]1([NH:8][C:6]2[N:5]3[N:12]=[CH:13][C:14]([CH:15]=[O:16])=[C:4]3[N:3]=[C:2]([NH:1][C:20](=[O:21])[C:19]3[CH:23]=[CH:24][CH:25]=[CH:26][C:18]=3[F:17])[CH:7]=2)[CH2:11][CH2:10]1. (4) Reactant: [CH2:1]([NH:4][C:5](=[O:11])[O:6][C:7]([CH3:10])([CH3:9])[CH3:8])[C:2]#[CH:3].C(N(CC)CC)C.[CH2:19]([O:21][C:22](=[O:27])[C:23](Cl)=[N:24][OH:25])[CH3:20]. Product: [CH3:9][C:7]([O:6][C:5]([NH:4][CH2:1][C:2]1[O:25][N:24]=[C:23]([C:22]([O:21][CH2:19][CH3:20])=[O:27])[CH:3]=1)=[O:11])([CH3:8])[CH3:10]. The catalyst class is: 1. (5) Reactant: [N+:1]([O-:4])(O)=[O:2].[CH3:5][N:6]1[C:10]2([CH2:18][C:17]3[C:12](=[CH:13][CH:14]=[CH:15][CH:16]=3)[CH2:11]2)[C:9](=[O:19])[NH:8][C:7]1=[O:20]. Product: [CH3:5][N:6]1[C:10]2([CH2:11][C:12]3[C:17](=[CH:16][CH:15]=[C:14]([N+:1]([O-:4])=[O:2])[CH:13]=3)[CH2:18]2)[C:9](=[O:19])[NH:8][C:7]1=[O:20]. The catalyst class is: 6. (6) Reactant: Cl.Br[C:3]1[CH:4]=[C:5]2[O:12][C:11]([N:13]3[CH:19]4[CH2:20][CH2:21][N:16]([CH2:17][CH2:18]4)[CH2:15][CH2:14]3)=[N:10][C:6]2=[N:7][C:8]=1[CH3:9].[CH2:22](Cl)Cl.[Zn](C)C. Product: [CH3:9][C:8]1[N:7]=[C:6]2[N:10]=[C:11]([N:13]3[CH:19]4[CH2:20][CH2:21][N:16]([CH2:17][CH2:18]4)[CH2:15][CH2:14]3)[O:12][C:5]2=[CH:4][C:3]=1[CH3:22]. The catalyst class is: 294. (7) Reactant: C(OC([N:8]1[CH2:12][CH2:11][CH2:10][CH:9]1[CH2:13][O:14][C:15]1[CH:20]=[CH:19][C:18]([C:21](=O)[CH2:22][C:23]2[CH:28]=[CH:27][CH:26]=[CH:25][CH:24]=2)=[CH:17][CH:16]=1)=O)(C)(C)C.C([SiH](CC)CC)C.[OH-].[Na+]. Product: [CH2:21]([C:18]1[CH:19]=[CH:20][C:15]([O:14][CH2:13][C@H:9]2[CH2:10][CH2:11][CH2:12][NH:8]2)=[CH:16][CH:17]=1)[CH2:22][C:23]1[CH:24]=[CH:25][CH:26]=[CH:27][CH:28]=1. The catalyst class is: 67. (8) Reactant: C1(C(=[N:14][C:15]2[CH:31]=[CH:30][C:18]3[S:19][C:20]([C:23]4[CH:28]=[CH:27][N:26]=[C:25]([NH2:29])[N:24]=4)=[C:21]([CH3:22])[C:17]=3[CH:16]=2)C2C=CC=CC=2)C=CC=CC=1.Cl. The catalyst class is: 1. Product: [NH2:14][C:15]1[CH:31]=[CH:30][C:18]2[S:19][C:20]([C:23]3[CH:28]=[CH:27][N:26]=[C:25]([NH2:29])[N:24]=3)=[C:21]([CH3:22])[C:17]=2[CH:16]=1. (9) Reactant: [Cl:1][C:2]1[CH:7]=[CH:6][C:5]([C:8]2[O:16][C:15]3[CH:14]=[CH:13][NH:12][C:11](=[O:17])[C:10]=3[CH:9]=2)=[CH:4][CH:3]=1.Br[C:19]1[CH:20]=[CH:21][C:22]2[N:26]=[C:25]([CH:27]3[CH2:29][CH2:28]3)[N:24]([CH3:30])[C:23]=2[CH:31]=1.CNCCNC.C(=O)([O-])[O-].[K+].[K+]. Product: [Cl:1][C:2]1[CH:3]=[CH:4][C:5]([C:8]2[O:16][C:15]3[CH:14]=[CH:13][N:12]([C:19]4[CH:20]=[CH:21][C:22]5[N:26]=[C:25]([CH:27]6[CH2:28][CH2:29]6)[N:24]([CH3:30])[C:23]=5[CH:31]=4)[C:11](=[O:17])[C:10]=3[CH:9]=2)=[CH:6][CH:7]=1. The catalyst class is: 419.